This data is from Forward reaction prediction with 1.9M reactions from USPTO patents (1976-2016). The task is: Predict the product of the given reaction. (1) Given the reactants [Cl:1][C:2]1[CH:9]=[CH:8][C:5]([C:6]#[N:7])=[C:4](F)[CH:3]=1.[OH:11][C:12]1[C:21]2[C:16](=[CH:17][CH:18]=[CH:19][CH:20]=2)[C:15]([CH:22]=[O:23])=[CH:14][CH:13]=1.C(=O)([O-])[O-].[Cs+].[Cs+].O, predict the reaction product. The product is: [Cl:1][C:2]1[CH:9]=[CH:8][C:5]([C:6]#[N:7])=[C:4]([O:11][C:12]2[C:21]3[C:16](=[CH:17][CH:18]=[CH:19][CH:20]=3)[C:15]([CH:22]=[O:23])=[CH:14][CH:13]=2)[CH:3]=1. (2) The product is: [CH2:1]([C:3]1[C:4]([NH:33][CH:32]2[C:27]3=[N:28][CH:29]=[CH:30][CH:31]=[C:26]3[CH2:25][CH:24]2[CH2:22][CH3:23])=[N:5][C:6]([CH2:9][CH3:10])=[CH:7][N:8]=1)[CH3:2]. Given the reactants [CH2:1]([C:3]1[C:4](N[C@@H]2C3C(=CC=CC=3)C[C@@H]2O)=[N:5][C:6]([CH2:9][CH3:10])=[CH:7][N:8]=1)[CH3:2].[CH2:22]([CH:24]1[CH:32]([NH2:33])[C:27]2=[N:28][CH:29]=[CH:30][CH:31]=[C:26]2[CH2:25]1)[CH3:23], predict the reaction product. (3) Given the reactants O1C2C(=CC=CC=2)[C@H]([NH:11][C:12]([C@@H:14]2[CH2:23][C:22]3[C:17](=[CH:18][C:19]([C@H:24]4[CH2:28][C@@H:27]([C:29](=[O:41])[NH:30][C@H:31]5[C:40]6[C:35](=[CH:36][CH:37]=[CH:38][CH:39]=6)[CH2:34][CH2:33][CH2:32]5)[N:26]([C:42](=[O:55])[C@@H:43]([NH:48][C:49](=[O:54])[C@@H:50]([NH:52][CH3:53])[CH3:51])[C:44]([CH3:47])([CH3:46])[CH3:45])[CH2:25]4)=[CH:20][CH:21]=3)[CH2:16][N:15]2[C:56](=[O:69])[C@@H:57]([NH:62][C:63](=[O:68])[C@@H:64]([NH:66][CH3:67])[CH3:65])[C:58]([CH3:61])([CH3:60])[CH3:59])=[O:13])CC1.C(OC(N(C)[C@@H](C)C(N[C@@H](C(C)(C)C)C(N1C[C@@H](C2C=C3C(C[C@@H](C(=O)N[C@H]4C5C(=CC=CC=5)CCC4)N(C(=O)[C@@H](NC(=O)[C@@H](N(C(OC(C)(C)C)=O)C)C)C(C)(C)C)C3)=CC=2)C[C@H]1C(N[C@@H](CC1C=CC=CC=1)C(O)=O)=O)=O)=O)=O)(C)(C)C.[C:154]1([CH2:160][C@@H:161]([C:163]2[NH:167][N:166]=[N:165][N:164]=2)N)[CH:159]=[CH:158][CH:157]=[CH:156][CH:155]=1.C(O)(C(F)(F)F)=O, predict the reaction product. The product is: [CH3:46][C:44]([CH3:47])([CH3:45])[C@H:43]([NH:48][C:49](=[O:54])[C@@H:50]([NH:52][CH3:53])[CH3:51])[C:42]([N:26]1[CH:27]([C:29]([NH:30][C@H:31]2[C:40]3[C:35](=[CH:36][CH:37]=[CH:38][CH:39]=3)[CH2:34][CH2:33][CH2:32]2)=[O:41])[CH2:18][C:19]2[C:24](=[CH:28][C:22]([C@H:17]3[CH2:23][C@@H:14]([C:12](=[O:13])[NH:11][C@H:161]([C:163]4[NH:167][N:166]=[N:165][N:164]=4)[CH2:160][C:154]4[CH:159]=[CH:158][CH:157]=[CH:156][CH:155]=4)[N:15]([C:56](=[O:69])[C@@H:57]([NH:62][C:63](=[O:68])[C@@H:64]([NH:66][CH3:67])[CH3:65])[C:58]([CH3:59])([CH3:61])[CH3:60])[CH2:16]3)=[CH:21][CH:20]=2)[CH2:25]1)=[O:55]. (4) Given the reactants [Cl:1][C:2]1[NH:7][C:6](=[O:8])[NH:5][C:4](=[O:9])[CH:3]=1.[Br:10]Br, predict the reaction product. The product is: [Br:10][C:3]1[C:4](=[O:9])[NH:5][C:6](=[O:8])[NH:7][C:2]=1[Cl:1]. (5) Given the reactants [Cl:1][C:2]1[CH:7]=[CH:6][C:5]([S:8]([CH:11]([C:19]2[CH:24]=[C:23]([F:25])[CH:22]=[CH:21][C:20]=2[F:26])[C:12]2[N:17]=[C:16]([NH2:18])[CH:15]=[CH:14][CH:13]=2)(=[O:10])=[O:9])=[CH:4][CH:3]=1.CN1CCOCC1.ON1C2C=CC=CC=2N=N1.Cl.C(N=C=NCCCN(C)C)C.Cl.[N:57]1[CH:62]=[CH:61][CH:60]=[CH:59][C:58]=1[CH2:63][C:64](O)=[O:65], predict the reaction product. The product is: [Cl:1][C:2]1[CH:7]=[CH:6][C:5]([S:8]([CH:11]([C:19]2[CH:24]=[C:23]([F:25])[CH:22]=[CH:21][C:20]=2[F:26])[C:12]2[N:17]=[C:16]([NH:18][C:64](=[O:65])[CH2:63][C:58]3[CH:59]=[CH:60][CH:61]=[CH:62][N:57]=3)[CH:15]=[CH:14][CH:13]=2)(=[O:10])=[O:9])=[CH:4][CH:3]=1. (6) Given the reactants [C:1]([C:3]1[N:8]=[C:7]([CH2:9][CH:10]([C:16]2[CH:21]=[CH:20][C:19]([O:22][CH3:23])=[CH:18][C:17]=2[NH:24]C(=O)OC(C)(C)C)[C:11](=O)[CH:12]([CH3:14])[CH3:13])[CH:6]=[CH:5][CH:4]=1)#[N:2].FC(F)(F)C(O)=O.C(=O)([O-])O.[Na+], predict the reaction product. The product is: [CH:12]([C:11]1[NH:24][C:17]2[C:16]([C:10]=1[CH2:9][C:7]1[N:8]=[C:3]([C:1]#[N:2])[CH:4]=[CH:5][CH:6]=1)=[CH:21][CH:20]=[C:19]([O:22][CH3:23])[CH:18]=2)([CH3:14])[CH3:13]. (7) Given the reactants [CH2:1]([N:8]1[C:12]2[CH:13]=[CH:14][CH:15]=[CH:16][C:11]=2[NH:10][C:9]1=[NH:17])[C:2]1[CH:7]=[CH:6][CH:5]=[CH:4][CH:3]=1.[CH2:18]([O:20][C:21](=[O:33])[C:22]1[CH:27]=[CH:26][CH:25]=[C:24]([O:28][CH2:29][CH2:30][CH2:31]Cl)[CH:23]=1)[CH3:19], predict the reaction product. The product is: [CH2:18]([O:20][C:21](=[O:33])[C:22]1[CH:27]=[CH:26][CH:25]=[C:24]([O:28][CH2:29][CH2:30][CH2:31][N:10]2[C:11]3[CH:16]=[CH:15][CH:14]=[CH:13][C:12]=3[N:8]([CH2:1][C:2]3[CH:3]=[CH:4][CH:5]=[CH:6][CH:7]=3)[C:9]2=[NH:17])[CH:23]=1)[CH3:19].